Dataset: Catalyst prediction with 721,799 reactions and 888 catalyst types from USPTO. Task: Predict which catalyst facilitates the given reaction. (1) Reactant: Br[C:2]1[CH:3]=[C:4]2[C:8](=[C:9]([C:11]#[N:12])[CH:10]=1)[NH:7][N:6]=[C:5]2[CH:13]1[CH2:18][CH2:17][N:16]([S:19]([CH2:22][CH3:23])(=[O:21])=[O:20])[CH2:15][CH2:14]1.[F:24][C:25]1[CH:26]=[C:27](B(O)O)[CH:28]=[C:29]([F:31])[CH:30]=1.C(=O)([O-])[O-:36].[K+].[K+]. Product: [F:24][C:25]1[CH:26]=[C:27]([C:2]2[CH:3]=[C:4]3[C:8](=[C:9]([C:11]([NH2:12])=[O:36])[CH:10]=2)[NH:7][N:6]=[C:5]3[CH:13]2[CH2:14][CH2:15][N:16]([S:19]([CH2:22][CH3:23])(=[O:20])=[O:21])[CH2:17][CH2:18]2)[CH:28]=[C:29]([F:31])[CH:30]=1. The catalyst class is: 38. (2) Reactant: C[O:2][C:3](=[O:18])[CH:4]=[CH:5][C:6]1[CH:11]=[CH:10][C:9]([F:12])=[CH:8][C:7]=1[O:13][CH:14]([CH2:16][CH3:17])[CH3:15].[Li+].[OH-]. Product: [CH:14]([O:13][C:7]1[CH:8]=[C:9]([F:12])[CH:10]=[CH:11][C:6]=1[CH:5]=[CH:4][C:3]([OH:18])=[O:2])([CH2:16][CH3:17])[CH3:15]. The catalyst class is: 36. (3) Reactant: [F:1][C:2]([F:16])([F:15])[O:3][C:4]1[CH:5]=[C:6]2[C:11](=[CH:12][CH:13]=1)[N:10]=[CH:9][N:8]=[C:7]2O.C(N(CC)CC)C.C(Cl)[Cl:25]. Product: [Cl:25][C:7]1[C:6]2[C:11](=[CH:12][CH:13]=[C:4]([O:3][C:2]([F:16])([F:15])[F:1])[CH:5]=2)[N:10]=[CH:9][N:8]=1. The catalyst class is: 286. (4) Reactant: NC1C=C(OC2C=CC(C3N(CC4C=CC(C)=CC=4C)C(=O)C(C#N)=C(C(F)(F)F)C=3)=CC=2)C=CC=1.ClC(Cl)(OC(=O)OC(Cl)(Cl)Cl)Cl.[CH3:49][C:50]1[CH:85]=[C:84]([CH3:86])[CH:83]=[CH:82][C:51]=1[CH2:52][N:53]1[C:58]([C:59]2[CH:64]=[CH:63][C:62]([O:65][C:66]3[CH:71]=[CH:70][CH:69]=[C:68]([N:72]=[C:73]=[O:74])[CH:67]=3)=[CH:61][CH:60]=2)=[CH:57][C:56]([C:75]([F:78])([F:77])[F:76])=[C:55]([C:79]#[N:80])[C:54]1=[O:81].[N:87]1([CH2:93][CH2:94][CH2:95][OH:96])[CH2:92][CH2:91][O:90][CH2:89][CH2:88]1. Product: [C:79]([C:55]1[C:54](=[O:81])[N:53]([CH2:52][C:51]2[CH:82]=[CH:83][C:84]([CH3:86])=[CH:85][C:50]=2[CH3:49])[C:58]([C:59]2[CH:64]=[CH:63][C:62]([O:65][C:66]3[CH:67]=[C:68]([NH:72][C:73](=[O:74])[O:96][CH2:95][CH2:94][CH2:93][N:87]4[CH2:92][CH2:91][O:90][CH2:89][CH2:88]4)[CH:69]=[CH:70][CH:71]=3)=[CH:61][CH:60]=2)=[CH:57][C:56]=1[C:75]([F:76])([F:77])[F:78])#[N:80]. The catalyst class is: 154. (5) Reactant: FC(F)(F)C(O)=O.[O:8]1[C:14]2[CH:15]=[CH:16][C:17]([C:19]3[CH:20]=[C:21]4[N:27]([C:28]([O:30][CH2:31][CH:32]([CH3:34])[CH3:33])=[O:29])[CH:26]=[N:25][C:22]4=[N:23][CH:24]=3)=[CH:18][C:13]=2[CH2:12][NH:11][CH2:10][CH2:9]1.[F:35][C:36]1[CH:37]=[C:38]([CH:42]2[CH2:47][C:46](=[O:48])[CH2:45][CH2:44][N:43]2[C:49](Cl)=[O:50])[CH:39]=[CH:40][CH:41]=1.C(N(C(C)C)CC)(C)C. Product: [F:35][C:36]1[CH:37]=[C:38]([CH:42]2[CH2:47][C:46](=[O:48])[CH2:45][CH2:44][N:43]2[C:49]([N:11]2[CH2:12][C:13]3[CH:18]=[C:17]([C:19]4[CH:20]=[C:21]5[N:27]([C:28]([O:30][CH2:31][CH:32]([CH3:34])[CH3:33])=[O:29])[CH:26]=[N:25][C:22]5=[N:23][CH:24]=4)[CH:16]=[CH:15][C:14]=3[O:8][CH2:9][CH2:10]2)=[O:50])[CH:39]=[CH:40][CH:41]=1. The catalyst class is: 42.